This data is from Forward reaction prediction with 1.9M reactions from USPTO patents (1976-2016). The task is: Predict the product of the given reaction. (1) Given the reactants [OH:1][CH:2]1[CH2:6][CH2:5][O:4][CH2:3]1.Cl[C:8]([O:10][C:11]1[CH:16]=[CH:15][C:14]([N+:17]([O-:19])=[O:18])=[CH:13][CH:12]=1)=[O:9], predict the reaction product. The product is: [C:8](=[O:9])([O:1][CH:2]1[CH2:6][CH2:5][O:4][CH2:3]1)[O:10][C:11]1[CH:12]=[CH:13][C:14]([N+:17]([O-:19])=[O:18])=[CH:15][CH:16]=1. (2) Given the reactants C[N:2]1[C:10]2[C:5](=[CH:6][C:7]([CH3:33])=[CH:8][C:9]=2[CH2:11][O:12][CH2:13][C:14]2([C:27]3[CH:32]=[CH:31][CH:30]=[CH:29][CH:28]=3)[CH2:19][CH2:18][N:17]([C:20]([O:22][C:23]([CH3:26])([CH3:25])[CH3:24])=[O:21])[CH2:16][CH2:15]2)[CH:4]=[N:3]1.CN1C=C2C(C(COCC3(C4C=CC=CC=4)CCN(C(OC(C)(C)C)=O)CC3)=CC(C)=C2)=N1, predict the reaction product. The product is: [CH3:33][C:7]1[CH:6]=[C:5]2[C:10](=[C:9]([CH2:11][O:12][CH2:13][C:14]3([C:27]4[CH:32]=[CH:31][CH:30]=[CH:29][CH:28]=4)[CH2:19][CH2:18][N:17]([C:20]([O:22][C:23]([CH3:26])([CH3:24])[CH3:25])=[O:21])[CH2:16][CH2:15]3)[CH:8]=1)[NH:2][N:3]=[CH:4]2. (3) Given the reactants Cl.[NH2:2][OH:3].C(=O)(O)[O-].[Na+].O.[Cl:10][C:11]1[CH:12]=[C:13]([C:17]2[C:22]3[N:23]([CH2:38][C@H:39]4[CH2:44][CH2:43][C@H:42]([CH3:45])[CH2:41][CH2:40]4)[C:24]([N:26]4[CH2:31][CH2:30][O:29][CH2:28][C@H:27]4[C:32]4[CH:37]=[CH:36][CH:35]=[CH:34][CH:33]=4)=[N:25][C:21]=3[CH:20]=[C:19]([C:46]#[N:47])[N:18]=2)[CH:14]=[N:15][CH:16]=1, predict the reaction product. The product is: [Cl:10][C:11]1[CH:12]=[C:13]([C:17]2[C:22]3[N:23]([CH2:38][C@H:39]4[CH2:44][CH2:43][C@H:42]([CH3:45])[CH2:41][CH2:40]4)[C:24]([N:26]4[CH2:31][CH2:30][O:29][CH2:28][C@H:27]4[C:32]4[CH:37]=[CH:36][CH:35]=[CH:34][CH:33]=4)=[N:25][C:21]=3[CH:20]=[C:19]([C:46](=[N:2][OH:3])[NH2:47])[N:18]=2)[CH:14]=[N:15][CH:16]=1. (4) Given the reactants [C:1]1([CH:7]([C:13]([O:15][CH2:16][CH3:17])=[O:14])[C:8]([O:10][CH2:11][CH3:12])=[O:9])[CH:6]=[CH:5][CH:4]=[CH:3][CH:2]=1.[H-].[Na+].C1C(=O)N([Br:27])C(=O)C1, predict the reaction product. The product is: [CH2:16]([O:15][C:13](=[O:14])[C:7]([Br:27])([C:1]1[CH:2]=[CH:3][CH:4]=[CH:5][CH:6]=1)[C:8]([O:10][CH2:11][CH3:12])=[O:9])[CH3:17].